This data is from Reaction yield outcomes from USPTO patents with 853,638 reactions. The task is: Predict the reaction yield, written as a fraction of the theoretical maximum amount of product (1.0 means a 100% yield; for example, 0.34 means a 34% yield). (1) The reactants are Cl[C:2]1[C:3](=[CH:21][N:22]([CH3:24])[CH3:23])[O:4][C:5]2[CH:11]=[CH:10][C:9]([CH2:12][CH2:13][C:14]3[CH:19]=[CH:18][CH:17]=[C:16]([F:20])[CH:15]=3)=[CH:8][C:6]=2[N:7]=1.[C:25]([O:29][C:30](=[O:45])[NH:31][CH2:32][CH2:33][CH2:34][N:35]1[CH2:40][CH2:39][CH:38]([NH:41][C:42]([NH2:44])=[O:43])[CH2:37][CH2:36]1)([CH3:28])([CH3:27])[CH3:26].C(=O)([O-])[O-].[Cs+].[Cs+]. The catalyst is O1CCOCC1.C([O-])(=O)C.[Pd+2].C([O-])(=O)C.C1(P(C2C=CC=CC=2)C2C3OC4C(=CC=CC=4P(C4C=CC=CC=4)C4C=CC=CC=4)C(C)(C)C=3C=CC=2)C=CC=CC=1. The product is [C:25]([O:29][C:30](=[O:45])[NH:31][CH2:32][CH2:33][CH2:34][N:35]1[CH2:36][CH2:37][CH:38]([NH:41][C:42]([NH:44][C:2]2[C:3](=[CH:21][N:22]([CH3:24])[CH3:23])[O:4][C:5]3[CH:11]=[CH:10][C:9]([CH2:12][CH2:13][C:14]4[CH:19]=[CH:18][CH:17]=[C:16]([F:20])[CH:15]=4)=[CH:8][C:6]=3[N:7]=2)=[O:43])[CH2:39][CH2:40]1)([CH3:28])([CH3:26])[CH3:27]. The yield is 0.360. (2) The product is [OH:1][C:2]1[C:3]([C:11]2([CH2:34][OH:35])[C:15]3=[N:16][CH:17]=[CH:18][CH:19]=[C:14]3[N:13]([CH2:20][CH2:21][CH2:22][CH2:23][CH3:24])[C:12]2=[O:25])=[CH:4][C:5]2[O:9][CH2:8][O:7][C:6]=2[CH:10]=1. The catalyst is O1CCCC1. The reactants are [OH:1][C:2]1[C:3]([CH:11]2[C:15]3=[N:16][CH:17]=[CH:18][CH:19]=[C:14]3[N:13]([CH2:20][CH2:21][CH2:22][CH2:23][CH3:24])[C:12]2=[O:25])=[CH:4][C:5]2[O:9][CH2:8][O:7][C:6]=2[CH:10]=1.C([N-]C(C)C)(C)C.[Li+].[CH2:34]=[O:35]. The yield is 1.00. (3) The reactants are [CH2:1]1[C:10]2[C:5](=[CH:6][CH:7]=[CH:8][CH:9]=2)[CH2:4][CH2:3][N:2]1[CH2:11][CH:12]([OH:30])[CH2:13][NH:14][C:15](=[O:29])[C:16]1[CH:21]=[CH:20][CH:19]=[C:18]([CH2:22][N:23]2[CH2:28][CH2:27][NH:26][CH2:25][CH2:24]2)[CH:17]=1.C=O.[BH3-][C:34]#N.[Na+]. The catalyst is CO. The product is [CH2:1]1[C:10]2[C:5](=[CH:6][CH:7]=[CH:8][CH:9]=2)[CH2:4][CH2:3][N:2]1[CH2:11][CH:12]([OH:30])[CH2:13][NH:14][C:15](=[O:29])[C:16]1[CH:21]=[CH:20][CH:19]=[C:18]([CH2:22][N:23]2[CH2:24][CH2:25][N:26]([CH3:34])[CH2:27][CH2:28]2)[CH:17]=1. The yield is 0.175. (4) The reactants are [CH3:1][O:2][C:3](=[O:15])[C:4]1[CH:9]=[C:8]([N+:10]([O-])=O)[C:7]([CH3:13])=[C:6]([I:14])[CH:5]=1. The catalyst is C1COCC1.CO. The product is [CH3:1][O:2][C:3](=[O:15])[C:4]1[CH:5]=[C:6]([I:14])[C:7]([CH3:13])=[C:8]([NH2:10])[CH:9]=1. The yield is 0.670. (5) The reactants are [CH3:1][O:2][C:3]1[CH:8]=[C:7]([O:9][CH3:10])[N:6]=[C:5]([CH2:11][C:12](=O)[CH3:13])[N:4]=1.Cl.[CH3:16][C:17]1[CH:22]=[CH:21][CH:20]=[CH:19][C:18]=1[NH:23]N.C(OCC)(=O)C.O. The catalyst is C1(C)C=CC=CC=1.[Cl-].[Zn+2].[Cl-].C(OCC)(=O)C.CCCCCC. The product is [CH3:1][O:2][C:3]1[CH:8]=[C:7]([O:9][CH3:10])[N:6]=[C:5]([C:11]2[C:19]3[C:18](=[C:17]([CH3:16])[CH:22]=[CH:21][CH:20]=3)[NH:23][C:12]=2[CH3:13])[N:4]=1. The yield is 0.340.